Regression/Classification. Given a drug SMILES string, predict its absorption, distribution, metabolism, or excretion properties. Task type varies by dataset: regression for continuous measurements (e.g., permeability, clearance, half-life) or binary classification for categorical outcomes (e.g., BBB penetration, CYP inhibition). Dataset: b3db_classification. From a dataset of Blood-brain barrier permeability classification from the B3DB database. (1) The molecule is COC(=O)C[C@@H](c1ccccc1)c1c(O)c(C(=O)OC)c[nH]c1=O. The result is 0 (does not penetrate BBB). (2) The compound is CN[C@H](C)[C@H](O)c1ccc(O)cc1. The result is 0 (does not penetrate BBB).